This data is from Reaction yield outcomes from USPTO patents with 853,638 reactions. The task is: Predict the reaction yield, written as a fraction of the theoretical maximum amount of product (1.0 means a 100% yield; for example, 0.34 means a 34% yield). (1) The reactants are [O:1]1[CH:5]=[CH:4][CH:3]=[C:2]1[C:6]1[C:7]2[N:15]=[N:14][N:13]([CH2:16][C:17]3[CH:22]=[CH:21][C:20]([N+:23]([O-])=O)=[C:19]([CH3:26])[CH:18]=3)[C:8]=2[N:9]=[C:10]([NH2:12])[N:11]=1.C(N(CC)CC)C.C(O)=O.Cl. The catalyst is [Pd].O.C1COCC1. The product is [NH2:23][C:20]1[CH:21]=[CH:22][C:17]([CH2:16][N:13]2[C:8]3[N:9]=[C:10]([NH2:12])[N:11]=[C:6]([C:2]4[O:1][CH:5]=[CH:4][CH:3]=4)[C:7]=3[N:15]=[N:14]2)=[CH:18][C:19]=1[CH3:26]. The yield is 0.920. (2) The reactants are Cl[C:2]([O:4][C:5]1[CH:10]=[CH:9][C:8]([C:11](=[O:22])[NH:12][CH2:13][CH2:14][C:15]2[CH:20]=[CH:19][C:18]([Cl:21])=[CH:17][CH:16]=2)=[CH:7][CH:6]=1)=[O:3].[O:23]1[CH2:27][CH2:26][CH2:25][CH:24]1[CH2:28][N:29]1[CH2:34][CH2:33][NH:32][CH2:31][CH2:30]1.[K+].[Br-].C(O)[C@H](O)[C@H]1OC(=O)C(O)=C1O. No catalyst specified. The product is [Cl:21][C:18]1[CH:19]=[CH:20][C:15]([CH2:14][CH2:13][NH:12][C:11]([C:8]2[CH:9]=[CH:10][C:5]([O:4][C:2]([N:32]3[CH2:31][CH2:30][N:29]([CH2:28][CH:24]4[CH2:25][CH2:26][CH2:27][O:23]4)[CH2:34][CH2:33]3)=[O:3])=[CH:6][CH:7]=2)=[O:22])=[CH:16][CH:17]=1. The yield is 0.120. (3) The reactants are [CH3:1][O:2][C:3]([NH:5][C@H:6]([C:10]([N:12]1[C@@H:16]([CH3:17])[CH2:15][CH2:14][C@H:13]1[C:18]1[NH:22][C:21]2[C:23]3[C:28]([CH:29]=[CH:30][C:20]=2[N:19]=1)=[CH:27][C:26]1[C:31]2[C:36]([CH2:37][O:38][C:25]=1[CH:24]=3)=[CH:35][C:34]([C:39]1[NH:43][C:42]([C@@H:44]3[CH2:48][C@H:47]([CH3:49])[CH2:46][N:45]3C(OC(C)(C)C)=O)=[N:41][CH:40]=1)=[CH:33][CH:32]=2)=[O:11])[CH:7]([CH3:9])[CH3:8])=[O:4].[CH3:57][O:58][C@H:59]([CH3:69])[C@H:60]([NH:64][C:65]([O:67][CH3:68])=[O:66])[C:61]([OH:63])=O.CN(C(ON1N=NC2C=CC=NC1=2)=[N+](C)C)C.F[P-](F)(F)(F)(F)F.CN1CCOCC1. The catalyst is Cl.CCO.CN(C=O)C. The product is [CH3:57][O:58][C@@H:59]([CH3:69])[C@H:60]([NH:64][C:65]([O:67][CH3:68])=[O:66])[C:61]([N:45]1[CH2:46][C@@H:47]([CH3:49])[CH2:48][C@H:44]1[C:42]1[NH:43][C:39]([C:34]2[CH:35]=[C:36]3[CH2:37][O:38][C:25]4[CH:24]=[C:23]5[C:28]([CH:29]=[CH:30][C:20]6[N:19]=[C:18]([C@@H:13]7[CH2:14][CH2:15][C@H:16]([CH3:17])[N:12]7[C:10](=[O:11])[C@@H:6]([NH:5][C:3](=[O:4])[O:2][CH3:1])[CH:7]([CH3:9])[CH3:8])[NH:22][C:21]=65)=[CH:27][C:26]=4[C:31]3=[CH:32][CH:33]=2)=[CH:40][N:41]=1)=[O:63]. The yield is 0.350. (4) The reactants are [Se](=O)=[O:2].[CH3:4][O:5][C:6]1[N:11]=[CH:10][C:9]([N:12]2[C:16]([C:17]3[CH:22]=[N:21][C:20]([CH3:23])=[CH:19][N:18]=3)=[CH:15][C:14]([C:24]([O:26][CH2:27][CH3:28])=[O:25])=[N:13]2)=[CH:8][CH:7]=1.[OH2:29].C(Cl)(Cl)Cl. The catalyst is N1C=CC=CC=1. The product is [C:23]([C:20]1[N:21]=[CH:22][C:17]([C:16]2[N:12]([C:9]3[CH:10]=[N:11][C:6]([O:5][CH3:4])=[CH:7][CH:8]=3)[N:13]=[C:14]([C:24]([O:26][CH2:27][CH3:28])=[O:25])[CH:15]=2)=[N:18][CH:19]=1)([OH:2])=[O:29]. The yield is 0.870. (5) The reactants are [N:1]([C@@H:4]1[C:9]([F:11])([F:10])[CH2:8][CH2:7][CH2:6][C@H:5]1[NH:12][C:13](=[O:19])[O:14][C:15]([CH3:18])([CH3:17])[CH3:16])=[N+]=[N-]. The catalyst is CO. The product is [NH2:1][C@@H:4]1[C:9]([F:11])([F:10])[CH2:8][CH2:7][CH2:6][C@H:5]1[NH:12][C:13](=[O:19])[O:14][C:15]([CH3:17])([CH3:16])[CH3:18]. The yield is 0.970. (6) The reactants are [Cl:1][C:2]1[N:7]=[C:6]([Cl:8])[C:5]([OH:9])=[C:4]([Cl:10])[N:3]=1.C([CH:13](O)[C:14]([O-:16])=[O:15])C.[C:18]1(P(C2C=CC=CC=2)C2C=CC=CC=2)C=CC=C[CH:19]=1.CC(OC(/N=N/C(OC(C)C)=O)=O)C. The catalyst is O1CCOCC1. The product is [CH2:18]([O:16][C:14](=[O:15])[CH2:13][O:9][C:5]1[C:4]([Cl:10])=[N:3][C:2]([Cl:1])=[N:7][C:6]=1[Cl:8])[CH3:19]. The yield is 0.620. (7) The reactants are [CH3:1][NH:2][S:3]([C:6]1[CH:7]=[CH:8][C:9]2[S:13][C:12]([C:14]([C:19]#[N:20])=[C:15](OC)[CH3:16])=[N:11][C:10]=2[CH:21]=1)(=O)=[O:4].[OH2:22].[NH2:23][NH2:24]. The catalyst is CO.Cl. The product is [CH3:1][NH:2][S:3]([C:6]1[CH:7]=[CH:8][C:9]2[S:13][C:12]([C:14]3[C:15]([CH3:16])=[N:23][NH:24][C:19]=3[NH2:20])=[N:11][C:10]=2[CH:21]=1)(=[O:4])=[O:22]. The yield is 0.430.